The task is: Predict the product of the given reaction.. This data is from Forward reaction prediction with 1.9M reactions from USPTO patents (1976-2016). Given the reactants [S:1]1[CH2:5][C:4](=[O:6])[NH:3][C:2]1=[O:7].[O:8]([CH2:15][C:16](=O)[CH3:17])[C:9]1[CH:14]=[CH:13][CH:12]=[CH:11][CH:10]=1.N1CCCCC1.C(O)(=O)C, predict the reaction product. The product is: [CH3:17][C:16](=[C:5]1[S:1][C:2](=[O:7])[NH:3][C:4]1=[O:6])[CH2:15][O:8][C:9]1[CH:14]=[CH:13][CH:12]=[CH:11][CH:10]=1.